From a dataset of Forward reaction prediction with 1.9M reactions from USPTO patents (1976-2016). Predict the product of the given reaction. (1) Given the reactants Cl.N[CH2:3][C:4]1[CH:17]=[CH:16][C:7]([CH2:8][CH:9]2[NH:13][C:12](=[O:14])[NH:11][C:10]2=[O:15])=[CH:6][CH:5]=1.N([O-])=[O:19].[Na+].Cl.[OH-].[Na+], predict the reaction product. The product is: [OH:19][CH2:3][C:4]1[CH:17]=[CH:16][C:7]([CH2:8][CH:9]2[NH:13][C:12](=[O:14])[NH:11][C:10]2=[O:15])=[CH:6][CH:5]=1. (2) Given the reactants [Cl:1][C:2]1[CH:9]=[CH:8][C:5]([C:6]#[N:7])=[C:4]([O:10][C:11]2[CH:16]=[CH:15][CH:14]=[C:13]([CH2:17]N(C)C)[C:12]=2[S:21][CH3:22])[CH:3]=1.C1(C)C=CC=CC=1.[Cl:30]C(OCC)=O.O, predict the reaction product. The product is: [Cl:1][C:2]1[CH:9]=[CH:8][C:5]([C:6]#[N:7])=[C:4]([O:10][C:11]2[CH:16]=[CH:15][CH:14]=[C:13]([CH2:17][Cl:30])[C:12]=2[S:21][CH3:22])[CH:3]=1. (3) Given the reactants [CH2:1]([N:8]1[CH2:13][CH2:12][CH:11]([CH:14]([OH:16])[CH3:15])[CH:10]([C:17]2[CH:22]=[CH:21][C:20]([Cl:23])=[CH:19][CH:18]=2)[CH2:9]1)[C:2]1[CH:7]=[CH:6][CH:5]=[CH:4][CH:3]=1.C(N1CC[C@@H](C(=O)C)[C@H](C2C=CC(Cl)=CC=2)C1)C1C=CC=CC=1.[H-].[H-].[H-].[H-].[Li+].[Al+3], predict the reaction product. The product is: [CH2:1]([N:8]1[CH2:13][CH2:12][C@@H:11]([C@H:14]([OH:16])[CH3:15])[C@H:10]([C:17]2[CH:22]=[CH:21][C:20]([Cl:23])=[CH:19][CH:18]=2)[CH2:9]1)[C:2]1[CH:3]=[CH:4][CH:5]=[CH:6][CH:7]=1. (4) Given the reactants [Cl:1][C:2]1[N:7]=[C:6]([C:8]#[N:9])[CH:5]=[CH:4][C:3]=1[O:10][CH2:11][O:12][CH3:13].[CH2:14]([Mg]Br)[CH3:15].B(F)(F)F.CCOCC.[OH-].[Na+], predict the reaction product. The product is: [Cl:1][C:2]1[N:7]=[C:6]([C:8]2([NH2:9])[CH2:15][CH2:14]2)[CH:5]=[CH:4][C:3]=1[O:10][CH2:11][O:12][CH3:13]. (5) Given the reactants [CH3:1][C:2]([CH3:8])([CH2:5][CH:6]=[CH2:7])[CH:3]=O.[CH2:9]([O:11][C:12](=[O:16])[CH2:13][C:14]#[N:15])[CH3:10].N1CCCCC1.C(O)(=O)C, predict the reaction product. The product is: [CH2:9]([O:11][C:12](=[O:16])[C:13]([C:14]#[N:15])=[CH:1][C:2]([CH3:8])([CH3:3])[CH2:5][CH:6]=[CH2:7])[CH3:10]. (6) Given the reactants [N+:1]([C:4]1[CH:5]=[CH:6][C:7]([N:10]2[CH2:14][CH2:13][CH2:12][C:11]2=[O:15])=[N:8][CH:9]=1)([O-])=O, predict the reaction product. The product is: [NH2:1][C:4]1[CH:5]=[CH:6][C:7]([N:10]2[CH2:14][CH2:13][CH2:12][C:11]2=[O:15])=[N:8][CH:9]=1. (7) Given the reactants [C:1]([C:4]1[CH:8]=[CH:7][S:6][C:5]=1[NH:9][C:10]([C:12]1[CH:16]=[CH:15][NH:14][N:13]=1)=[O:11])(=[O:3])[NH2:2].CC(O)=O.C1C(=O)N([Br:28])C(=O)C1, predict the reaction product. The product is: [Br:28][C:7]1[S:6][C:5]([NH:9][C:10]([C:12]2[CH:16]=[CH:15][NH:14][N:13]=2)=[O:11])=[C:4]([C:1](=[O:3])[NH2:2])[CH:8]=1. (8) Given the reactants [CH2:1]([O:3][C:4](=[O:6])[CH3:5])[CH3:2].Br[C:8]1[CH:9]=[C:10]([S:15][C:16]2[CH:26]=[CH:25][C:19]([O:20]CC(O)=O)=[C:18]([Cl:27])[CH:17]=2)[CH:11]=[C:12]([OH:14])[CH:13]=1.[Cl:28][C:29]1[CH:34]=[CH:33][C:32]([C:35]#[CH:36])=[CH:31][CH:30]=1, predict the reaction product. The product is: [CH2:1]([O:3][C:4](=[O:6])[CH2:5][O:20][C:19]1[CH:25]=[CH:26][C:16]([S:15][C:10]2[CH:11]=[C:12]([OH:14])[CH:13]=[C:8]([C:36]#[C:35][C:32]3[CH:33]=[CH:34][C:29]([Cl:28])=[CH:30][CH:31]=3)[CH:9]=2)=[CH:17][C:18]=1[Cl:27])[CH3:2]. (9) Given the reactants C(O[C:4](=[C:6]([C:9]#[N:10])[C:7]#[N:8])[CH3:5])C.[F:11][C:12]1[CH:17]=[C:16]([O:18][CH3:19])[CH:15]=[CH:14][C:13]=1[NH:20][NH2:21].C(Cl)Cl.Cl, predict the reaction product. The product is: [NH2:10][C:9]1[N:20]([C:13]2[CH:14]=[CH:15][C:16]([O:18][CH3:19])=[CH:17][C:12]=2[F:11])[N:21]=[C:4]([CH3:5])[C:6]=1[C:7]#[N:8].